Dataset: Reaction yield outcomes from USPTO patents with 853,638 reactions. Task: Predict the reaction yield, written as a fraction of the theoretical maximum amount of product (1.0 means a 100% yield; for example, 0.34 means a 34% yield). (1) The reactants are Cl[C:2]1[N:7]=[C:6]([S:8][CH2:9][CH3:10])[C:5]([C:11]([OH:13])=[O:12])=[C:4]([CH3:14])[CH:3]=1.[NH:15]1[CH2:20][CH2:19][O:18][CH2:17][CH2:16]1. The catalyst is [OH-].[Na+]. The product is [CH2:9]([S:8][C:6]1[C:5]([C:11]([OH:13])=[O:12])=[C:4]([CH3:14])[CH:3]=[C:2]([N:15]2[CH2:20][CH2:19][O:18][CH2:17][CH2:16]2)[N:7]=1)[CH3:10]. The yield is 0.490. (2) The reactants are [CH3:1][N:2]([CH3:7])[CH2:3][CH2:4][NH:5][CH3:6].F[C:9]1[C:14]([N+:15]([O-:17])=[O:16])=[CH:13][C:12]([NH:18][C:19]2[N:24]=[C:23]([C:25]3[CH:26]=[N:27][N:28]4[CH:33]=[CH:32][CH:31]=[CH:30][C:29]=34)[CH:22]=[CH:21][N:20]=2)=[C:11]([O:34][CH3:35])[CH:10]=1.CCN(C(C)C)C(C)C. The catalyst is CC(N(C)C)=O. The product is [CH3:1][N:2]([CH3:7])[CH2:3][CH2:4][N:5]([CH3:6])[C:9]1[C:14]([N+:15]([O-:17])=[O:16])=[CH:13][C:12]([NH:18][C:19]2[N:24]=[C:23]([C:25]3[CH:26]=[N:27][N:28]4[CH:33]=[CH:32][CH:31]=[CH:30][C:29]=34)[CH:22]=[CH:21][N:20]=2)=[C:11]([O:34][CH3:35])[CH:10]=1. The yield is 0.850. (3) The reactants are [C:1]([N:5]1[C:9]([CH3:10])=[C:8]([C:11]([O:13]CC)=[O:12])[CH:7]=[N:6]1)([CH3:4])([CH3:3])[CH3:2].O.[OH-].[Li+].Cl. The catalyst is C(O)C.O.O1CCOCC1.O.CCOCC. The product is [C:1]([N:5]1[C:9]([CH3:10])=[C:8]([C:11]([OH:13])=[O:12])[CH:7]=[N:6]1)([CH3:4])([CH3:2])[CH3:3]. The yield is 0.870. (4) The reactants are [CH:1]1([C:4]2[C:5]([N:22]3[CH2:27][CH2:26][N:25](C(OC(C)(C)C)=O)[CH2:24][CH2:23]3)=[C:6]3[CH:12]=[N:11][N:10]([CH2:13][C:14]4[CH:19]=[CH:18][C:17]([O:20][CH3:21])=[CH:16][CH:15]=4)[C:7]3=[N:8][CH:9]=2)[CH2:3][CH2:2]1.[C:35]([OH:41])([C:37]([F:40])([F:39])[F:38])=[O:36].C(Cl)Cl. No catalyst specified. The product is [OH:41][C:35]([C:37]([F:40])([F:39])[F:38])=[O:36].[CH:1]1([C:4]2[C:5]([N:22]3[CH2:23][CH2:24][NH:25][CH2:26][CH2:27]3)=[C:6]3[CH:12]=[N:11][N:10]([CH2:13][C:14]4[CH:15]=[CH:16][C:17]([O:20][CH3:21])=[CH:18][CH:19]=4)[C:7]3=[N:8][CH:9]=2)[CH2:3][CH2:2]1. The yield is 1.02. (5) The catalyst is CS(C)=O. The product is [F:17][C:14]1[N:13]=[CH:12][C:11]([C:9]2([C:18]#[N:19])[CH2:8][CH2:7][C:6](=[O:20])[CH2:5][CH2:10]2)=[CH:16][CH:15]=1. The reactants are COC([C:5]1[CH2:10][C:9]([C:18]#[N:19])([C:11]2[CH:12]=[N:13][C:14]([F:17])=[CH:15][CH:16]=2)[CH2:8][CH2:7][C:6]=1[OH:20])=O.[Na+].[Cl-].O. The yield is 0.500. (6) The reactants are [N+:1]([C:4]1[CH:5]=[C:6]2[C:10](=[CH:11][CH:12]=1)[NH:9][C:8]([C:13]([O:15][CH2:16][CH3:17])=[O:14])=[CH:7]2)([O-:3])=[O:2].C([O-])([O-])=O.[Cs+].[Cs+].Br[CH2:25][CH:26]1[CH2:28][CH2:27]1. The catalyst is CC#N. The product is [CH:26]1([CH2:25][N:9]2[C:10]3[C:6](=[CH:5][C:4]([N+:1]([O-:3])=[O:2])=[CH:12][CH:11]=3)[CH:7]=[C:8]2[C:13]([O:15][CH2:16][CH3:17])=[O:14])[CH2:28][CH2:27]1. The yield is 0.680.